Dataset: NCI-60 drug combinations with 297,098 pairs across 59 cell lines. Task: Regression. Given two drug SMILES strings and cell line genomic features, predict the synergy score measuring deviation from expected non-interaction effect. (1) Drug 1: C1CC(=O)NC(=O)C1N2CC3=C(C2=O)C=CC=C3N. Drug 2: C1=CN(C=N1)CC(O)(P(=O)(O)O)P(=O)(O)O. Cell line: A549. Synergy scores: CSS=1.84, Synergy_ZIP=-3.60, Synergy_Bliss=-6.13, Synergy_Loewe=-4.59, Synergy_HSA=-4.50. (2) Drug 1: CN(CC1=CN=C2C(=N1)C(=NC(=N2)N)N)C3=CC=C(C=C3)C(=O)NC(CCC(=O)O)C(=O)O. Drug 2: CC(C)NC(=O)C1=CC=C(C=C1)CNNC.Cl. Cell line: OVCAR3. Synergy scores: CSS=18.4, Synergy_ZIP=-3.70, Synergy_Bliss=-3.24, Synergy_Loewe=-34.4, Synergy_HSA=-6.63. (3) Drug 1: CN1CCC(CC1)COC2=C(C=C3C(=C2)N=CN=C3NC4=C(C=C(C=C4)Br)F)OC. Drug 2: CN(CC1=CN=C2C(=N1)C(=NC(=N2)N)N)C3=CC=C(C=C3)C(=O)NC(CCC(=O)O)C(=O)O. Cell line: HCT-15. Synergy scores: CSS=46.4, Synergy_ZIP=-1.86, Synergy_Bliss=-3.42, Synergy_Loewe=-18.9, Synergy_HSA=-2.37.